From a dataset of Full USPTO retrosynthesis dataset with 1.9M reactions from patents (1976-2016). Predict the reactants needed to synthesize the given product. (1) Given the product [C:1]1([N:7]([CH2:22][CH2:23][C:24]([O:26][CH2:27][CH3:28])=[O:25])[C:8]([C:10]2[CH:11]=[CH:12][C:13]3[S:17][C:16]([CH2:18][Br:30])=[N:15][C:14]=3[CH:21]=2)=[O:9])[CH:6]=[CH:5][CH:4]=[CH:3][CH:2]=1, predict the reactants needed to synthesize it. The reactants are: [C:1]1([N:7]([CH2:22][CH2:23][C:24]([O:26][CH2:27][CH3:28])=[O:25])[C:8]([C:10]2[CH:11]=[CH:12][C:13]3[S:17][C:16]([CH2:18]OC)=[N:15][C:14]=3[CH:21]=2)=[O:9])[CH:6]=[CH:5][CH:4]=[CH:3][CH:2]=1.B(Br)(Br)[Br:30]. (2) Given the product [NH2:1][C:2]1[N:3]=[C:4]([NH:15][C:16]2[CH:21]=[CH:20][CH:19]=[CH:18][CH:17]=2)[S:5][C:6]=1[C:7]([C:9]1[CH2:10][N:11]([CH3:22])[CH2:12][CH2:13][CH:14]=1)=[O:8], predict the reactants needed to synthesize it. The reactants are: [NH2:1][C:2]1[N:3]=[C:4]([NH:15][C:16]2[CH:21]=[CH:20][CH:19]=[CH:18][CH:17]=2)[S:5][C:6]=1[C:7]([C:9]1[CH:10]=[N:11][CH:12]=[CH:13][CH:14]=1)=[O:8].[CH3:22]C(C)=O. (3) The reactants are: C1(C(Cl)=O)CCCCC1.FC(F)(F)C1C=C(C=CC=1)C(Cl)=O.[NH2:23][C:24]1[C:29]2[C:30]([C:33]3[CH:34]=[C:35]([NH:39][C:40](=[O:51])[C:41]4[CH:46]=[CH:45][CH:44]=[C:43](C(F)(F)F)[CH:42]=4)[CH:36]=[CH:37][CH:38]=3)=[CH:31][S:32][C:28]=2[C:27]([C:52]2[CH:53]=[N:54][CH:55]=[CH:56][CH:57]=2)=[CH:26][N:25]=1. Given the product [NH2:23][C:24]1[C:29]2[C:30]([C:33]3[CH:34]=[C:35]([NH:39][C:40]([CH:41]4[CH2:42][CH2:43][CH2:44][CH2:45][CH2:46]4)=[O:51])[CH:36]=[CH:37][CH:38]=3)=[CH:31][S:32][C:28]=2[C:27]([C:52]2[CH:53]=[N:54][CH:55]=[CH:56][CH:57]=2)=[CH:26][N:25]=1, predict the reactants needed to synthesize it. (4) The reactants are: [C:1]1([C:13]([OH:15])=O)[C:11]2=[C:12]3[C:7](=[CH:8][CH:9]=[CH:10]2)[CH2:6][CH2:5][CH2:4][N:3]3[CH:2]=1.Cl.[CH2:17]([NH:24][CH2:25][CH2:26][CH2:27][CH2:28][CH2:29][CH2:30][C:31]([O:33][CH2:34][CH3:35])=[O:32])[C:18]1[CH:23]=[CH:22][CH:21]=[CH:20][CH:19]=1. Given the product [CH2:17]([N:24]([C:13]([C:1]1[C:11]2=[C:12]3[C:7](=[CH:8][CH:9]=[CH:10]2)[CH2:6][CH2:5][CH2:4][N:3]3[CH:2]=1)=[O:15])[CH2:25][CH2:26][CH2:27][CH2:28][CH2:29][CH2:30][C:31]([O:33][CH2:34][CH3:35])=[O:32])[C:18]1[CH:23]=[CH:22][CH:21]=[CH:20][CH:19]=1, predict the reactants needed to synthesize it. (5) Given the product [Cl:1][C:2]1[CH:27]=[CH:26][CH:25]=[CH:24][C:3]=1[C:4]([NH:6][C:7](=[O:23])[NH:8][C:9]1[S:10][C:11]2[CH:17]=[C:16]([S:18]([CH2:21][CH2:22][NH:32][CH2:31][CH2:30][O:29][CH3:28])(=[O:20])=[O:19])[CH:15]=[CH:14][C:12]=2[N:13]=1)=[O:5], predict the reactants needed to synthesize it. The reactants are: [Cl:1][C:2]1[CH:27]=[CH:26][CH:25]=[CH:24][C:3]=1[C:4]([NH:6][C:7](=[O:23])[NH:8][C:9]1[S:10][C:11]2[CH:17]=[C:16]([S:18]([CH:21]=[CH2:22])(=[O:20])=[O:19])[CH:15]=[CH:14][C:12]=2[N:13]=1)=[O:5].[CH3:28][O:29][CH2:30][CH2:31][NH2:32]. (6) Given the product [C:10]([C:9]1[CH:8]=[N:7][C:6]([NH:12][C@H:13]2[CH2:18][CH2:17][CH2:16][N:15]([C:19]([O:21][C:22]([CH3:25])([CH3:24])[CH3:23])=[O:20])[CH2:14]2)=[C:5]2[S:26][C:2]([C:38]3[CH:37]=[CH:36][CH:35]=[C:34]([F:33])[CH:39]=3)=[CH:3][C:4]=12)#[N:11], predict the reactants needed to synthesize it. The reactants are: Br[C:2]1[S:26][C:5]2=[C:6]([NH:12][C@H:13]3[CH2:18][CH2:17][CH2:16][N:15]([C:19]([O:21][C:22]([CH3:25])([CH3:24])[CH3:23])=[O:20])[CH2:14]3)[N:7]=[CH:8][C:9]([C:10]#[N:11])=[C:4]2[CH:3]=1.C(=O)([O-])[O-].[Cs+].[Cs+].[F:33][C:34]1[CH:35]=[C:36](B(O)O)[CH:37]=[CH:38][CH:39]=1.